From a dataset of Forward reaction prediction with 1.9M reactions from USPTO patents (1976-2016). Predict the product of the given reaction. (1) Given the reactants [CH:1]1[C:9]([NH2:10])=[CH:8][C:7]2[CH2:11][CH2:12][N:5]3[C:6]=2[C:2]=1[C:3]1[CH2:18][CH2:17][CH2:16][CH2:15][CH2:14][CH2:13][C:4]=13.[C:19]([CH2:23][C:24](Cl)=[O:25])([CH3:22])([CH3:21])[CH3:20], predict the reaction product. The product is: [CH3:20][C:19]([CH3:22])([CH3:21])[CH2:23][C:24]([NH:10][C:9]1[CH:1]=[C:2]2[C:6]3=[C:7]([CH2:11][CH2:12][N:5]3[C:4]3[CH2:13][CH2:14][CH2:15][CH2:16][CH2:17][CH2:18][C:3]2=3)[CH:8]=1)=[O:25]. (2) Given the reactants [Cl:1][C:2]1[C:7]([Cl:8])=[CH:6][CH:5]=[CH:4][C:3]=1[NH:9][C:10]1[C:19]2[C:14](=[CH:15][C:16]([O:27][CH3:28])=[C:17]([N:20]3[CH2:25][CH2:24][N:23]([CH3:26])[CH2:22][CH2:21]3)[CH:18]=2)[N:13]=[CH:12][C:11]=1C(OCC)=O.[CH:34]([NH2:36])=[O:35].C[O-].[Na+].CO, predict the reaction product. The product is: [Cl:1][C:2]1[C:7]([Cl:8])=[CH:6][CH:5]=[CH:4][C:3]=1[NH:9][C:10]1[C:19]2[C:14](=[CH:15][C:16]([O:27][CH3:28])=[C:17]([N:20]3[CH2:21][CH2:22][N:23]([CH3:26])[CH2:24][CH2:25]3)[CH:18]=2)[N:13]=[CH:12][C:11]=1[C:34]([NH2:36])=[O:35]. (3) Given the reactants [C:1]1([CH:7]([C:36]2[CH:41]=[CH:40][CH:39]=[CH:38][CH:37]=2)[O:8][CH:9]2[CH2:14][CH2:13][N:12]([CH2:15][CH2:16][CH2:17][NH:18][C:19]3[CH:20]=[CH:21][C:22]4[N:23]([CH:25]=[C:26]([C:28]([CH3:35])([CH3:34])[C:29]([O:31][CH2:32][CH3:33])=[O:30])[N:27]=4)[N:24]=3)[CH2:11][CH2:10]2)[CH:6]=[CH:5][CH:4]=[CH:3][CH:2]=1.O.[C:43]([OH:55])(=[O:54])[CH2:44][C:45]([CH2:50][C:51]([OH:53])=[O:52])([C:47]([OH:49])=[O:48])[OH:46], predict the reaction product. The product is: [C:43]([OH:55])(=[O:54])[CH2:44][C:45]([CH2:50][C:51]([OH:53])=[O:52])([C:47]([OH:49])=[O:48])[OH:46].[C:36]1([CH:7]([C:1]2[CH:6]=[CH:5][CH:4]=[CH:3][CH:2]=2)[O:8][CH:9]2[CH2:10][CH2:11][N:12]([CH2:15][CH2:16][CH2:17][NH:18][C:19]3[CH:20]=[CH:21][C:22]4[N:23]([CH:25]=[C:26]([C:28]([CH3:35])([CH3:34])[C:29]([O:31][CH2:32][CH3:33])=[O:30])[N:27]=4)[N:24]=3)[CH2:13][CH2:14]2)[CH:41]=[CH:40][CH:39]=[CH:38][CH:37]=1. (4) Given the reactants [CH3:1][S:2][C:3]1[C:4]2[N:5]([C:9]([C:12]3[CH:20]=[CH:19][C:15]([C:16]([OH:18])=O)=[CH:14][CH:13]=3)=[CH:10][N:11]=2)[CH:6]=[CH:7][N:8]=1.[CH:21]1([NH2:24])[CH2:23][CH2:22]1.CCN(C(C)C)C(C)C.CN(C(ON1N=NC2C=CC=NC1=2)=[N+](C)C)C.F[P-](F)(F)(F)(F)F, predict the reaction product. The product is: [CH:21]1([NH:24][C:16](=[O:18])[C:15]2[CH:14]=[CH:13][C:12]([C:9]3[N:5]4[CH:6]=[CH:7][N:8]=[C:3]([S:2][CH3:1])[C:4]4=[N:11][CH:10]=3)=[CH:20][CH:19]=2)[CH2:23][CH2:22]1. (5) Given the reactants Cl[C:2]1[C:3]2[C:10]([C:11]3[CH:16]=[CH:15][CH:14]=[CH:13][CH:12]=3)=[C:9]([C:17]3[CH:22]=[C:21]([O:23][CH3:24])[CH:20]=[C:19]([O:25][CH3:26])[CH:18]=3)[O:8][C:4]=2[N:5]=[CH:6][N:7]=1.[CH:27]1([NH2:34])[CH2:33][CH2:32][CH2:31][CH2:30][CH2:29][CH2:28]1.[OH-].[Na+], predict the reaction product. The product is: [CH:27]1([NH:34][C:2]2[C:3]3[C:10]([C:11]4[CH:12]=[CH:13][CH:14]=[CH:15][CH:16]=4)=[C:9]([C:17]4[CH:18]=[C:19]([O:25][CH3:26])[CH:20]=[C:21]([O:23][CH3:24])[CH:22]=4)[O:8][C:4]=3[N:5]=[CH:6][N:7]=2)[CH2:33][CH2:32][CH2:31][CH2:30][CH2:29][CH2:28]1. (6) Given the reactants [F:1][C:2]1[CH:7]=[C:6]([N+:8]([O-:10])=[O:9])[C:5]([F:11])=[CH:4][C:3]=1F.[CH3:13][O-:14].[Na+].CO.O, predict the reaction product. The product is: [F:1][C:2]1[CH:7]=[C:6]([N+:8]([O-:10])=[O:9])[C:5]([F:11])=[CH:4][C:3]=1[O:14][CH3:13]. (7) Given the reactants [C:1]([N:4]1[C:13]2[C:8](=[CH:9][C:10]([C:14]([O:16]CC)=[O:15])=[CH:11][CH:12]=2)[C@H:7]([NH:19][C:20]2[CH:25]=[CH:24][N:23]=[C:22]([CH3:26])[N:21]=2)[C@@H:6]([CH3:27])[C@@H:5]1[CH:28]1[CH2:30][CH2:29]1)(=[O:3])[CH3:2].[Li+].[OH-], predict the reaction product. The product is: [C:1]([N:4]1[C:13]2[C:8](=[CH:9][C:10]([C:14]([OH:16])=[O:15])=[CH:11][CH:12]=2)[C@H:7]([NH:19][C:20]2[CH:25]=[CH:24][N:23]=[C:22]([CH3:26])[N:21]=2)[C@@H:6]([CH3:27])[C@@H:5]1[CH:28]1[CH2:29][CH2:30]1)(=[O:3])[CH3:2]. (8) Given the reactants [Br:1][C:2]1[CH:3]=[C:4]([CH:7]=[O:8])[S:5][CH:6]=1.CC([O-])(C)C.[K+].Cl[CH2:16][CH2:17][CH2:18][C:19]#[N:20].[NH4+].[Cl-], predict the reaction product. The product is: [Br:1][C:2]1[CH:3]=[C:4]([CH:7]2[CH:18]([C:19]#[N:20])[CH2:17][CH2:16][O:8]2)[S:5][CH:6]=1.